Dataset: Cav3 T-type calcium channel HTS with 100,875 compounds. Task: Binary Classification. Given a drug SMILES string, predict its activity (active/inactive) in a high-throughput screening assay against a specified biological target. (1) The molecule is s1c(C(=O)N2CCC3(Oc4c(C(=O)C53ON=C(C5)c3ccccc3)cc(F)cc4)CC2)ccc1C. The result is 0 (inactive). (2) The compound is s1c(nc2c1cccc2)c1ncccc1C(=O)NCc1cccnc1. The result is 0 (inactive).